Dataset: Forward reaction prediction with 1.9M reactions from USPTO patents (1976-2016). Task: Predict the product of the given reaction. (1) The product is: [CH:16]1([N:7]2[CH2:8][C:9]([F:15])([F:14])[C:10](=[O:13])[N:11]([CH3:12])[C:5]3[CH:4]=[N:3][C:2]([NH:22][C:23]4[CH:44]=[CH:43][C:26]([C:27]([NH:29][CH:30]5[CH2:35][CH2:34][N:33]([CH2:36][CH2:37][CH2:38][S:39]([CH3:42])(=[O:41])=[O:40])[CH2:32][CH2:31]5)=[O:28])=[CH:25][C:24]=4[O:45][CH3:46])=[N:21][C:6]2=3)[CH2:20][CH2:19][CH2:18][CH2:17]1. Given the reactants Cl[C:2]1[N:3]=[CH:4][C:5]2[N:11]([CH3:12])[C:10](=[O:13])[C:9]([F:15])([F:14])[CH2:8][N:7]([CH:16]3[CH2:20][CH2:19][CH2:18][CH2:17]3)[C:6]=2[N:21]=1.[NH2:22][C:23]1[CH:44]=[CH:43][C:26]([C:27]([NH:29][CH:30]2[CH2:35][CH2:34][N:33]([CH2:36][CH2:37][CH2:38][S:39]([CH3:42])(=[O:41])=[O:40])[CH2:32][CH2:31]2)=[O:28])=[CH:25][C:24]=1[O:45][CH3:46].O.C1(C)C=CC(S(O)(=O)=O)=CC=1.C(=O)([O-])[O-].[Na+].[Na+], predict the reaction product. (2) The product is: [ClH:58].[ClH:1].[CH:4]([C@H:17]1[N:22]2[CH2:23][CH2:24][N:25]([C:56](=[O:57])[N:55]([CH3:59])[CH3:54])[CH2:26][C@H:21]2[CH2:20][N:19]([CH2:27][C:28]2[CH:33]=[C:32]([N:34]3[C:38]([C:39]([F:42])([F:41])[F:40])=[N:37][N:36]=[N:35]3)[CH:31]=[CH:30][C:29]=2[O:43][CH3:44])[CH2:18]1)([C:5]1[CH:10]=[CH:9][CH:8]=[CH:7][CH:6]=1)[C:11]1[CH:12]=[CH:13][CH:14]=[CH:15][CH:16]=1. Given the reactants [ClH:1].Cl.Cl.[CH:4]([C@H:17]1[N:22]2[CH2:23][CH2:24][NH:25][CH2:26][C@H:21]2[CH2:20][N:19]([CH2:27][C:28]2[CH:33]=[C:32]([N:34]3[C:38]([C:39]([F:42])([F:41])[F:40])=[N:37][N:36]=[N:35]3)[CH:31]=[CH:30][C:29]=2[O:43][CH3:44])[CH2:18]1)([C:11]1[CH:16]=[CH:15][CH:14]=[CH:13][CH:12]=1)[C:5]1[CH:10]=[CH:9][CH:8]=[CH:7][CH:6]=1.C(N(CC)C(C)C)(C)C.[CH3:54][N:55]([CH3:59])[C:56]([Cl:58])=[O:57].Cl, predict the reaction product. (3) Given the reactants [OH-].[Na+].[NH2:3][CH2:4][C:5]([CH2:17][N:18]1[CH:22]=[C:21]([I:23])[CH:20]=[N:19]1)([O:12][Si](C)(C)C)[CH2:6][C:7](OCC)=[O:8], predict the reaction product. The product is: [OH:12][C:5]1([CH2:17][N:18]2[CH:22]=[C:21]([I:23])[CH:20]=[N:19]2)[CH2:4][NH:3][C:7](=[O:8])[CH2:6]1. (4) Given the reactants Cl[C:2]1[C:3]2[C:7]([CH:8]=[CH:9][CH:10]=1)=[N:6][N:5]([CH:11]1[CH2:16][CH2:15][CH2:14][CH2:13][O:12]1)[CH:4]=2.CS(C)=O.[B:21]1([B:21]2[O:25][C:24]([CH3:27])([CH3:26])[C:23]([CH3:29])([CH3:28])[O:22]2)[O:25][C:24]([CH3:27])([CH3:26])[C:23]([CH3:29])([CH3:28])[O:22]1.C([O-])(=O)C.[K+], predict the reaction product. The product is: [O:12]1[CH2:13][CH2:14][CH2:15][CH2:16][CH:11]1[N:5]1[CH:4]=[C:3]2[C:7]([CH:8]=[CH:9][CH:10]=[C:2]2[B:21]2[O:25][C:24]([CH3:27])([CH3:26])[C:23]([CH3:29])([CH3:28])[O:22]2)=[N:6]1. (5) Given the reactants [CH2:1]([O:8][C:9]1[C:18]([C:19]([OH:21])=O)=[C:17]2[C:12]([C:13](=[O:33])[C:14]([CH3:32])=[C:15]([CH:22]3[CH2:27][CH2:26][N:25]([C:28](=[O:31])[CH2:29][CH3:30])[CH2:24][CH2:23]3)[O:16]2)=[CH:11][CH:10]=1)[C:2]1[CH:7]=[CH:6][CH:5]=[CH:4][CH:3]=1.S(Cl)(Cl)=O.C(N(CC)CC)C.[NH2:45][CH2:46][CH2:47][OH:48], predict the reaction product. The product is: [CH2:1]([O:8][C:9]1[C:18]([C:19]([NH:45][CH2:46][CH2:47][OH:48])=[O:21])=[C:17]2[C:12]([C:13](=[O:33])[C:14]([CH3:32])=[C:15]([CH:22]3[CH2:27][CH2:26][N:25]([C:28](=[O:31])[CH2:29][CH3:30])[CH2:24][CH2:23]3)[O:16]2)=[CH:11][CH:10]=1)[C:2]1[CH:7]=[CH:6][CH:5]=[CH:4][CH:3]=1. (6) The product is: [CH:26]1([N:5]2[CH:6]=[N:7][C:8]3[C:4]2=[N:3][CH:2]=[N:1][C:9]=3[NH2:10])[CH2:27][CH2:28][CH:29]=[CH:24]1. Given the reactants [N:1]1[C:9]([NH2:10])=[C:8]2[C:4]([N:5]=[CH:6][NH:7]2)=[N:3][CH:2]=1.[CH:28]1[CH:29]=[CH:24]C(P([C:24]2[CH:29]=[CH:28][CH:27]=[CH:26]C=2)[C:28]2[CH:29]=[CH:24]C=[CH:26][CH:27]=2)=[CH:26][CH:27]=1.N(C(OC(C)C)=O)=NC(OC(C)C)=O, predict the reaction product.